From a dataset of Forward reaction prediction with 1.9M reactions from USPTO patents (1976-2016). Predict the product of the given reaction. Given the reactants [C:1]([C:4]1([CH2:14][CH3:15])[CH2:12][C:11]2[C:6](=[CH:7][CH:8]=[C:9]([F:13])[CH:10]=2)[CH2:5]1)(=[O:3])[CH3:2].[Br:16]Br, predict the reaction product. The product is: [Br:16][CH2:2][C:1]([C:4]1([CH2:14][CH3:15])[CH2:12][C:11]2[C:6](=[CH:7][CH:8]=[C:9]([F:13])[CH:10]=2)[CH2:5]1)=[O:3].